From a dataset of NCI-60 drug combinations with 297,098 pairs across 59 cell lines. Regression. Given two drug SMILES strings and cell line genomic features, predict the synergy score measuring deviation from expected non-interaction effect. (1) Drug 1: CN(CC1=CN=C2C(=N1)C(=NC(=N2)N)N)C3=CC=C(C=C3)C(=O)NC(CCC(=O)O)C(=O)O. Drug 2: CCC1(C2=C(COC1=O)C(=O)N3CC4=CC5=C(C=CC(=C5CN(C)C)O)N=C4C3=C2)O.Cl. Cell line: UACC-257. Synergy scores: CSS=12.4, Synergy_ZIP=-6.66, Synergy_Bliss=-5.23, Synergy_Loewe=-20.1, Synergy_HSA=-6.03. (2) Drug 1: CN(C)C1=NC(=NC(=N1)N(C)C)N(C)C. Drug 2: CN(CCCl)CCCl.Cl. Cell line: U251. Synergy scores: CSS=9.98, Synergy_ZIP=-4.79, Synergy_Bliss=-4.87, Synergy_Loewe=-22.7, Synergy_HSA=-7.11. (3) Drug 1: C#CCC(CC1=CN=C2C(=N1)C(=NC(=N2)N)N)C3=CC=C(C=C3)C(=O)NC(CCC(=O)O)C(=O)O. Drug 2: CC1=C(C(=O)C2=C(C1=O)N3CC4C(C3(C2COC(=O)N)OC)N4)N. Cell line: PC-3. Synergy scores: CSS=7.76, Synergy_ZIP=-0.989, Synergy_Bliss=-1.04, Synergy_Loewe=-1.18, Synergy_HSA=-3.16. (4) Synergy scores: CSS=2.12, Synergy_ZIP=-3.47, Synergy_Bliss=-3.34, Synergy_Loewe=-3.89, Synergy_HSA=-3.13. Drug 1: C1=NC2=C(N1)C(=S)N=CN2. Cell line: A498. Drug 2: CC(C)NC(=O)C1=CC=C(C=C1)CNNC.Cl. (5) Drug 1: C1=CC=C(C(=C1)C(C2=CC=C(C=C2)Cl)C(Cl)Cl)Cl. Drug 2: C1CNP(=O)(OC1)N(CCCl)CCCl. Cell line: HOP-92. Synergy scores: CSS=-5.53, Synergy_ZIP=3.44, Synergy_Bliss=2.31, Synergy_Loewe=-2.13, Synergy_HSA=-2.05. (6) Drug 2: C(=O)(N)NO. Cell line: M14. Synergy scores: CSS=34.7, Synergy_ZIP=2.36, Synergy_Bliss=-0.339, Synergy_Loewe=-15.3, Synergy_HSA=-3.60. Drug 1: C1=C(C(=O)NC(=O)N1)F. (7) Drug 1: C1=NC2=C(N=C(N=C2N1C3C(C(C(O3)CO)O)O)F)N. Drug 2: C1CC(=O)NC(=O)C1N2C(=O)C3=CC=CC=C3C2=O. Cell line: NCI-H460. Synergy scores: CSS=-2.24, Synergy_ZIP=1.35, Synergy_Bliss=-0.551, Synergy_Loewe=-2.54, Synergy_HSA=-3.96.